This data is from Forward reaction prediction with 1.9M reactions from USPTO patents (1976-2016). The task is: Predict the product of the given reaction. (1) The product is: [CH:1]1([CH:4]([C:6]2[CH:11]=[CH:10][CH:9]=[CH:8][C:7]=2[CH3:12])[NH:5][C:34]([C:31]2[CH:32]=[C:33]3[C:28](=[CH:29][CH:30]=2)[NH:27][N:26]=[C:25]3[C:22]2[CH:23]=[CH:24][C:19]([N:16]3[CH2:17][CH2:18][O:13][CH2:14][CH2:15]3)=[CH:20][CH:21]=2)=[O:35])[CH2:2][CH2:3]1. Given the reactants [CH:1]1([CH:4]([C:6]2[CH:11]=[CH:10][CH:9]=[CH:8][C:7]=2[CH3:12])[NH2:5])[CH2:3][CH2:2]1.[O:13]1[CH2:18][CH2:17][N:16]([C:19]2[CH:24]=[CH:23][C:22]([C:25]3[C:33]4[C:28](=[CH:29][CH:30]=[C:31]([C:34](O)=[O:35])[CH:32]=4)[NH:27][N:26]=3)=[CH:21][CH:20]=2)[CH2:15][CH2:14]1.CN(C(ON1N=NC2C=CC=CC1=2)=[N+](C)C)C.[B-](F)(F)(F)F.CCN(C(C)C)C(C)C, predict the reaction product. (2) Given the reactants [CH2:1]([O:3][C:4]1[CH:5]=[C:6]([CH:10]=[CH:11][C:12]=1[O:13][CH2:14][CH3:15])[C:7]([NH2:9])=[O:8])[CH3:2].Br[CH2:17][C:18](=O)[CH2:19][CH2:20][C:21]([O:23][CH3:24])=[O:22], predict the reaction product. The product is: [CH2:1]([O:3][C:4]1[CH:5]=[C:6]([C:7]2[O:8][CH:17]=[C:18]([CH2:19][CH2:20][C:21]([O:23][CH3:24])=[O:22])[N:9]=2)[CH:10]=[CH:11][C:12]=1[O:13][CH2:14][CH3:15])[CH3:2]. (3) Given the reactants ClC1N=[CH:6][N:5]=[C:4]([NH:8][C@H:9]([C:17]([O:19][CH3:20])=[O:18])[CH2:10][C:11]2[CH:16]=[CH:15][CH:14]=[CH:13][CH:12]=2)C=1.[C:21]([O:25][C:26]([NH:28][C:29]1[CH:34]=[CH:33][CH:32]=[CH:31][C:30]=1B(O)O)=[O:27])([CH3:24])([CH3:23])[CH3:22].[C:38](=O)([O-])[O-].[Na+].[Na+].C[N:45]([CH3:48])C=O, predict the reaction product. The product is: [C:21]([O:25][C:26]([NH:28][C:29]1[CH:34]=[CH:33][C:32]([C:6]2[N:5]=[C:4]([NH:8][C@H:9]([C:17]([O:19][CH3:20])=[O:18])[CH2:10][C:11]3[CH:12]=[CH:13][CH:14]=[CH:15][CH:16]=3)[N:45]=[CH:48][CH:38]=2)=[CH:31][CH:30]=1)=[O:27])([CH3:24])([CH3:23])[CH3:22]. (4) Given the reactants [Cl:1][C:2]1[C:3]([CH3:23])=[C:4]([NH:10][S:11]([N:14]2[CH2:18][C@@H:17]([OH:19])[CH2:16][C@H:15]2[C:20](O)=[O:21])(=[O:13])=[O:12])[CH:5]=[CH:6][C:7]=1[C:8]#[N:9].C1CCC(N=C=NC2CCCCC2)CC1.[N+](C1C=CC=CC=1O)([O-])=O, predict the reaction product. The product is: [OH:19][C@@H:17]1[CH2:18][N:14]2[C@H:15]([C:20](=[O:21])[N:10]([C:4]3[CH:5]=[CH:6][C:7]([C:8]#[N:9])=[C:2]([Cl:1])[C:3]=3[CH3:23])[S:11]2(=[O:13])=[O:12])[CH2:16]1. (5) Given the reactants [CH2:1]([O:4][N:5]([C@H:18]1[CH2:23][N:22]([C:24]([O:26][C:27]([CH3:30])([CH3:29])[CH3:28])=[O:25])[C@H:21]([CH2:31][OH:32])[C:20]([CH3:33])=[C:19]1[CH3:34])[S:6]([C:9]1[CH:14]=[CH:13][CH:12]=[CH:11][C:10]=1[N+:15]([O-:17])=[O:16])(=[O:8])=[O:7])[CH:2]=[CH2:3].C([O:38]N([C@H]1CN(C(OC(C)(C)C)=O)[C@H](C(O)=O)C=C1C)S(C1C=CC=CC=1[N+]([O-])=O)(=O)=O)C=C, predict the reaction product. The product is: [CH2:1]([O:4][N:5]([C@H:18]1[CH2:23][N:22]([C:24]([O:26][C:27]([CH3:28])([CH3:30])[CH3:29])=[O:25])[C@H:21]([C:31]([OH:38])=[O:32])[C:20]([CH3:33])=[C:19]1[CH3:34])[S:6]([C:9]1[CH:14]=[CH:13][CH:12]=[CH:11][C:10]=1[N+:15]([O-:17])=[O:16])(=[O:8])=[O:7])[CH:2]=[CH2:3]. (6) Given the reactants Cl[C:2]1[C:7]([C:8]#[N:9])=[CH:6][N:5]=[C:4]([S:10][CH3:11])[N:3]=1.[NH2:12][CH:13]1[CH2:18][CH2:17][CH2:16][C:15]([CH3:20])([OH:19])[CH2:14]1.CCN(C(C)C)C(C)C, predict the reaction product. The product is: [OH:19][C@:15]1([CH3:20])[CH2:16][CH2:17][CH2:18][C@H:13]([NH:12][C:2]2[C:7]([C:8]#[N:9])=[CH:6][N:5]=[C:4]([S:10][CH3:11])[N:3]=2)[CH2:14]1.[OH:19][C@@:15]1([CH3:20])[CH2:16][CH2:17][CH2:18][C@@H:13]([NH:12][C:2]2[C:7]([C:8]#[N:9])=[CH:6][N:5]=[C:4]([S:10][CH3:11])[N:3]=2)[CH2:14]1. (7) Given the reactants [F:1][C:2]1[CH:3]=[C:4]([CH2:9][CH2:10][C:11]([OH:13])=[O:12])[CH:5]=[CH:6][C:7]=1[F:8].[C:14](Cl)(=O)[CH3:15], predict the reaction product. The product is: [F:1][C:2]1[CH:3]=[C:4]([CH2:9][CH2:10][C:11]([O:13][CH2:14][CH3:15])=[O:12])[CH:5]=[CH:6][C:7]=1[F:8]. (8) The product is: [C:18]([O:17][C@@H:10]([C:4]1[C:5]([CH3:9])=[N:6][C:7]([CH3:8])=[C:2]([C:43]2[CH:42]=[CH:41][C:40]([O:39][CH2:38][CH2:37][C:36]3[CH:35]=[CH:34][C:33]([F:32])=[CH:58][CH:57]=3)=[CH:45][CH:44]=2)[C:3]=1[N:22]1[CH2:27][CH2:26][CH:25]([C:28]([F:30])([F:31])[F:29])[CH2:24][CH2:23]1)[C:11]([O:13][CH:14]([CH3:15])[CH3:16])=[O:12])([CH3:19])([CH3:20])[CH3:21]. Given the reactants Br[C:2]1[C:3]([N:22]2[CH2:27][CH2:26][CH:25]([C:28]([F:31])([F:30])[F:29])[CH2:24][CH2:23]2)=[C:4]([C@H:10]([O:17][C:18]([CH3:21])([CH3:20])[CH3:19])[C:11]([O:13][CH:14]([CH3:16])[CH3:15])=[O:12])[C:5]([CH3:9])=[N:6][C:7]=1[CH3:8].[F:32][C:33]1[CH:58]=[CH:57][C:36]([CH2:37][CH2:38][O:39][C:40]2[CH:45]=[CH:44][C:43](B3OC(=O)CN(C)CC(=O)O3)=[CH:42][CH:41]=2)=[CH:35][CH:34]=1.C1(P(C2CCCCC2)C2C=CC=CC=2C2C(OC)=CC=CC=2OC)CCCCC1.[O-]P([O-])([O-])=O.[K+].[K+].[K+], predict the reaction product. (9) The product is: [C:1]([O:5][C:6]([NH:8][CH2:9][C@H:10]1[CH2:11][CH2:12][C@H:13]([C:16]([NH:18][C@@H:19]([CH2:20][C:21]2[CH:26]=[CH:25][C:24]([C:27]3[CH:32]=[CH:31][C:30]([C:33](=[O:34])[NH:60][C@H:61]4[CH2:65][CH2:64][N:63]([C:66]([O:68][C:69]([CH3:72])([CH3:71])[CH3:70])=[O:67])[CH2:62]4)=[CH:29][C:28]=3[CH3:36])=[CH:23][CH:22]=2)[C:37]([NH:39][C:40]2[CH:45]=[CH:44][C:43]([C:46]3[NH:50][C:49]([C:51]([F:58])([F:59])[C:52]([F:54])([F:53])[C:55]([OH:57])=[O:56])=[N:48][N:47]=3)=[CH:42][CH:41]=2)=[O:38])=[O:17])[CH2:14][CH2:15]1)=[O:7])([CH3:4])([CH3:3])[CH3:2]. Given the reactants [C:1]([O:5][C:6]([NH:8][CH2:9][C@H:10]1[CH2:15][CH2:14][C@H:13]([C:16]([NH:18][C@H:19]([C:37]([NH:39][C:40]2[CH:45]=[CH:44][C:43]([C:46]3[NH:50][C:49]([C:51]([F:59])([F:58])[C:52]([C:55]([OH:57])=[O:56])([F:54])[F:53])=[N:48][N:47]=3)=[CH:42][CH:41]=2)=[O:38])[CH2:20][C:21]2[CH:26]=[CH:25][C:24]([C:27]3[CH:32]=[CH:31][C:30]([C:33](O)=[O:34])=[CH:29][C:28]=3[CH3:36])=[CH:23][CH:22]=2)=[O:17])[CH2:12][CH2:11]1)=[O:7])([CH3:4])([CH3:3])[CH3:2].[NH2:60][C@H:61]1[CH2:65][CH2:64][N:63]([C:66]([O:68][C:69]([CH3:72])([CH3:71])[CH3:70])=[O:67])[CH2:62]1.C(NC(C)C)(C)C.CN(C(ON1N=NC2C=CC=NC1=2)=[N+](C)C)C.F[P-](F)(F)(F)(F)F, predict the reaction product. (10) Given the reactants C(OC([NH:8][C@@H:9]([CH:50]([CH3:52])[CH3:51])[C:10]([O:12][C@H:13]1[CH2:17][C@H:16]([NH:18][C:19]2[C:24]([C:25]([C:27]3[S:28][C:29]([CH3:43])=[C:30]([C@H:32]4[C:41]5[C:36](=[CH:37][CH:38]=[C:39]([Cl:42])[CH:40]=5)[CH2:35][CH2:34][O:33]4)[CH:31]=3)=[O:26])=[CH:23][N:22]=[CH:21][N:20]=2)[CH2:15][C@@H:14]1[CH2:44][O:45][S:46](=[O:49])(=[O:48])[NH2:47])=[O:11])=O)(C)(C)C.Cl, predict the reaction product. The product is: [NH2:8][C@@H:9]([CH:50]([CH3:52])[CH3:51])[C:10]([O:12][C@H:13]1[CH2:17][C@H:16]([NH:18][C:19]2[C:24]([C:25]([C:27]3[S:28][C:29]([CH3:43])=[C:30]([C@H:32]4[C:41]5[C:36](=[CH:37][CH:38]=[C:39]([Cl:42])[CH:40]=5)[CH2:35][CH2:34][O:33]4)[CH:31]=3)=[O:26])=[CH:23][N:22]=[CH:21][N:20]=2)[CH2:15][C@@H:14]1[CH2:44][O:45][S:46](=[O:48])(=[O:49])[NH2:47])=[O:11].